This data is from Forward reaction prediction with 1.9M reactions from USPTO patents (1976-2016). The task is: Predict the product of the given reaction. Given the reactants [C:1]1([CH3:9])[CH:6]=[CH:5][CH:4]=[CH:3][C:2]=1[Mg]Cl.[O:10]=[C:11]1[CH2:14][N:13]([C:15]([O:17][C:18]([CH3:21])([CH3:20])[CH3:19])=[O:16])[CH2:12]1.[Cl-].[NH4+], predict the reaction product. The product is: [OH:10][C:11]1([C:2]2[CH:3]=[CH:4][CH:5]=[CH:6][C:1]=2[CH3:9])[CH2:14][N:13]([C:15]([O:17][C:18]([CH3:21])([CH3:20])[CH3:19])=[O:16])[CH2:12]1.